Predict the product of the given reaction. From a dataset of Forward reaction prediction with 1.9M reactions from USPTO patents (1976-2016). (1) Given the reactants F[C:2]1[CH:3]=[C:4]2[C:9](=[CH:10][C:11]=1[N+:12]([O-:14])=[O:13])[NH:8][C:7](=[O:15])[N:6]([NH:16][S:17]([CH3:20])(=[O:19])=[O:18])[C:5]2=[O:21].[CH:22]([NH2:25])([CH3:24])[CH3:23], predict the reaction product. The product is: [CH:22]([NH:25][C:2]1[CH:3]=[C:4]2[C:9](=[CH:10][C:11]=1[N+:12]([O-:14])=[O:13])[NH:8][C:7](=[O:15])[N:6]([NH:16][S:17]([CH3:20])(=[O:19])=[O:18])[C:5]2=[O:21])([CH3:24])[CH3:23]. (2) Given the reactants [C:1]([O:5][C:6]([N:8]1[CH2:13][CH2:12][CH2:11][CH:10]([C:14](=[N:23][OH:24])[NH:15][C:16]([C:18]2[NH:19][N:20]=[CH:21][CH:22]=2)=O)[CH2:9]1)=[O:7])([CH3:4])([CH3:3])[CH3:2].C(N(CC)CC)C, predict the reaction product. The product is: [C:1]([O:5][C:6]([N:8]1[CH2:13][CH2:12][CH2:11][CH:10]([C:14]2[N:15]=[C:16]([C:18]3[NH:19][N:20]=[CH:21][CH:22]=3)[O:24][N:23]=2)[CH2:9]1)=[O:7])([CH3:2])([CH3:3])[CH3:4].